Dataset: Forward reaction prediction with 1.9M reactions from USPTO patents (1976-2016). Task: Predict the product of the given reaction. (1) Given the reactants [CH3:1][CH:2]1[CH2:9][C@H:8]2[C@H:4]([CH2:5][NH:6][C@@H:7]2[CH2:10][NH:11][C:12]([C:14]2[N:21]3[C:17]([S:18][CH:19]=[CH:20]3)=[N:16][C:15]=2[CH3:22])=[O:13])[CH2:3]1.[CH3:23][C:24]1[CH:25]=[C:26]([C:31]2[S:35][C:34]([CH3:36])=[N:33][C:32]=2[C:37](O)=[O:38])[CH:27]=[CH:28][C:29]=1[CH3:30], predict the reaction product. The product is: [CH3:23][C:24]1[CH:25]=[C:26]([C:31]2[S:35][C:34]([CH3:36])=[N:33][C:32]=2[C:37]([N:6]2[CH2:5][C@H:4]3[C@H:8]([CH2:9][CH:2]([CH3:1])[CH2:3]3)[C@H:7]2[CH2:10][NH:11][C:12]([C:14]2[N:21]3[C:17]([S:18][CH:19]=[CH:20]3)=[N:16][C:15]=2[CH3:22])=[O:13])=[O:38])[CH:27]=[CH:28][C:29]=1[CH3:30]. (2) Given the reactants [H-].[Na+].[C:3]([CH:5]([CH:10]([C:21]1[CH:26]=[CH:25][CH:24]=[CH:23][C:22]=1[O:27][CH3:28])[C:11]1[CH:12]=[N:13][C:14]2[C:19]([CH:20]=1)=[CH:18][CH:17]=[CH:16][CH:15]=2)[C:6]([O:8][CH3:9])=[O:7])#[N:4].Cl[CH2:30][O:31][CH3:32], predict the reaction product. The product is: [C:3]([C@:5]([CH2:30][O:31][CH3:32])([C@@H:10]([C:21]1[CH:26]=[CH:25][CH:24]=[CH:23][C:22]=1[O:27][CH3:28])[C:11]1[CH:12]=[N:13][C:14]2[C:19]([CH:20]=1)=[CH:18][CH:17]=[CH:16][CH:15]=2)[C:6]([O:8][CH3:9])=[O:7])#[N:4]. (3) Given the reactants NC1SC=C2C=1C(=O)N(C1C=CC(Cl)=CC=1)N=C2C(O)=O.[NH2:22][C:23]1[S:24][CH:25]=[C:26]2[C:31]=1[C:30](=[O:32])[N:29]([C:33]1[CH:38]=[CH:37][C:36]([F:39])=[CH:35][CH:34]=1)[N:28]=[C:27]2[C:40]([O:42]CC)=[O:41], predict the reaction product. The product is: [NH2:22][C:23]1[S:24][CH:25]=[C:26]2[C:31]=1[C:30](=[O:32])[N:29]([C:33]1[CH:34]=[CH:35][C:36]([F:39])=[CH:37][CH:38]=1)[N:28]=[C:27]2[C:40]([OH:42])=[O:41]. (4) Given the reactants Br[C:2]1[C:3]([N:25]2[CH2:29][CH2:28][C@@H:27]([OH:30])[CH2:26]2)=[N:4][CH:5]=[C:6]([CH:24]=1)[C:7]([NH:9][C:10]1[CH:15]=[CH:14][C:13]([O:16][C:17]([F:23])([F:22])[C:18]([F:21])([F:20])[F:19])=[CH:12][CH:11]=1)=[O:8].[N:31]1[CH:36]=[C:35](B(O)O)[CH:34]=[N:33][CH:32]=1, predict the reaction product. The product is: [OH:30][C@@H:27]1[CH2:28][CH2:29][N:25]([C:3]2[C:2]([C:35]3[CH:36]=[N:31][CH:32]=[N:33][CH:34]=3)=[CH:24][C:6]([C:7]([NH:9][C:10]3[CH:11]=[CH:12][C:13]([O:16][C:17]([F:23])([F:22])[C:18]([F:19])([F:20])[F:21])=[CH:14][CH:15]=3)=[O:8])=[CH:5][N:4]=2)[CH2:26]1. (5) Given the reactants [Cl:1][C:2]1[CH:7]=[CH:6][C:5]([NH:8][C:9]2[N:13]([CH3:14])[C:12]3[CH:15]=[CH:16][C:17]([O:19][C:20]4([C:26](O)=O)[CH:25]=[CH:24][CH:23]=[CH:22][NH:21]4)=[CH:18][C:11]=3[N:10]=2)=[CH:4][C:3]=1[C:29]([F:32])([F:31])[F:30].[NH:33]1[CH2:38][CH2:37]C[CH2:35][CH:34]1[CH2:39][CH2:40][NH2:41].CN([C:45]([O:49]N1N=NC2C=CC=CC1=2)=[N+](C)C)C.F[P-](F)(F)(F)(F)F.C(N(CC)C(C)C)(C)C, predict the reaction product. The product is: [Cl:1][C:2]1[CH:7]=[CH:6][C:5]([NH:8][C:9]2[N:13]([CH3:14])[C:12]3[CH:15]=[CH:16][C:17]([O:19][C:20]4([CH:26]5[CH2:37][CH2:38][NH:33][CH:34]([CH2:39][CH2:40][NH:41][CH:45]=[O:49])[CH2:35]5)[CH:25]=[CH:24][CH:23]=[CH:22][NH:21]4)=[CH:18][C:11]=3[N:10]=2)=[CH:4][C:3]=1[C:29]([F:32])([F:31])[F:30]. (6) Given the reactants [CH3:1][C:2]([C:10]1[CH:11]=[C:12]([OH:17])[C:13](Br)=[CH:14][CH:15]=1)([CH3:9])[CH2:3][CH2:4][CH2:5][CH2:6][CH2:7][CH3:8].C([O-])([O-])=O.[Na+].[Na+].[OH:24][C:25]1[CH:26]=[C:27](B(O)O)[CH:28]=[CH:29][CH:30]=1, predict the reaction product. The product is: [CH3:1][C:2]([C:10]1[CH:11]=[C:12]([OH:17])[C:13]([C:29]2[CH:28]=[CH:27][CH:26]=[C:25]([OH:24])[CH:30]=2)=[CH:14][CH:15]=1)([CH3:9])[CH2:3][CH2:4][CH2:5][CH2:6][CH2:7][CH3:8].